From a dataset of Catalyst prediction with 721,799 reactions and 888 catalyst types from USPTO. Predict which catalyst facilitates the given reaction. (1) Reactant: P(OCC)(OCC)(OCC)=O.O=P12OP3(OP(OP(O3)(O1)=O)(=O)O2)=O.[CH:26]([C:28]1[CH:35]=[CH:34][C:31]([C:32]#[N:33])=[CH:30][C:29]=1[S:36]([CH2:39][CH3:40])(=[O:38])=[O:37])=O.[F:41][C:42]([F:54])([F:53])[C:43]1[CH:44]=[C:45]([NH:49][C:50]([NH2:52])=[O:51])[CH:46]=[CH:47][CH:48]=1.[C:55]([O:61][CH2:62][CH:63]=[CH2:64])(=[O:60])[CH2:56][C:57]([CH3:59])=O. Product: [C:32]([C:31]1[CH:34]=[CH:35][C:28]([CH:26]2[C:56]([C:55]([O:61][CH2:62][CH:63]=[CH2:64])=[O:60])=[C:57]([CH3:59])[N:49]([C:45]3[CH:46]=[CH:47][CH:48]=[C:43]([C:42]([F:53])([F:54])[F:41])[CH:44]=3)[C:50](=[O:51])[NH:52]2)=[C:29]([S:36]([CH2:39][CH3:40])(=[O:38])=[O:37])[CH:30]=1)#[N:33]. The catalyst class is: 237. (2) Reactant: [C:1]([NH:4][CH2:5][C:6]1[CH:11]=[CH:10][C:9]([S:12]([O-:14])=[O:13])=[CH:8][CH:7]=1)(=[O:3])[CH3:2].[Na+].I[CH:17]1[CH2:22][CH2:21][CH2:20][CH2:19][CH2:18]1. Product: [CH:17]1([S:12]([C:9]2[CH:10]=[CH:11][C:6]([CH2:5][NH:4][C:1](=[O:3])[CH3:2])=[CH:7][CH:8]=2)(=[O:14])=[O:13])[CH2:22][CH2:21][CH2:20][CH2:19][CH2:18]1. The catalyst class is: 197. (3) Reactant: C(OC([NH:11][CH:12]([CH3:30])[CH:13]([O:22][Si:23]([C:26]([CH3:29])([CH3:28])[CH3:27])([CH3:25])[CH3:24])[C:14]([CH3:21])([CH3:20])[C:15](OCC)=[O:16])=O)C1C=CC=CC=1. Product: [Si:23]([O:22][CH:13]1[CH:12]([CH3:30])[NH:11][C:15](=[O:16])[C:14]1([CH3:21])[CH3:20])([C:26]([CH3:29])([CH3:28])[CH3:27])([CH3:25])[CH3:24]. The catalyst class is: 129. (4) Reactant: Cl[C:2]1[N:7]=[CH:6][C:5]([C:8]([NH:10][C:11]2[CH:33]=[CH:32][C:14]3[CH2:15][CH2:16][C:17]4[C:18]([C:29]([NH2:31])=[O:30])=[N:19][N:20]([C:22]5[CH:27]=[CH:26][C:25]([F:28])=[CH:24][CH:23]=5)[C:21]=4[C:13]=3[CH:12]=2)=[O:9])=[C:4]([CH3:34])[CH:3]=1.[NH:35]1[CH2:40][CH2:39][O:38][CH2:37][CH2:36]1.O. Product: [F:28][C:25]1[CH:26]=[CH:27][C:22]([N:20]2[C:21]3[C:13]4[CH:12]=[C:11]([NH:10][C:8]([C:5]5[CH:6]=[N:7][C:2]([N:35]6[CH2:40][CH2:39][O:38][CH2:37][CH2:36]6)=[CH:3][C:4]=5[CH3:34])=[O:9])[CH:33]=[CH:32][C:14]=4[CH2:15][CH2:16][C:17]=3[C:18]([C:29]([NH2:31])=[O:30])=[N:19]2)=[CH:23][CH:24]=1. The catalyst class is: 80.